This data is from Forward reaction prediction with 1.9M reactions from USPTO patents (1976-2016). The task is: Predict the product of the given reaction. (1) Given the reactants [N:1]1[CH:6]=[CH:5][C:4]([N:7]2[CH:11]=[N:10][N:9]=[C:8]2[C:12]2[CH:17]=[CH:16][C:15]([OH:18])=[CH:14][CH:13]=2)=[CH:3][CH:2]=1.C(=O)([O-])[O-].[Cs+].[Cs+].Cl[CH2:26][C:27]1[N:31]([CH3:32])[C:30]2[CH:33]=[CH:34][CH:35]=[CH:36][C:29]=2[N:28]=1.O, predict the reaction product. The product is: [CH3:32][N:31]1[C:30]2[CH:33]=[CH:34][CH:35]=[CH:36][C:29]=2[N:28]=[C:27]1[CH2:26][O:18][C:15]1[CH:16]=[CH:17][C:12]([C:8]2[N:7]([C:4]3[CH:3]=[CH:2][N:1]=[CH:6][CH:5]=3)[CH:11]=[N:10][N:9]=2)=[CH:13][CH:14]=1. (2) Given the reactants [C:1]([O:23]C)(=O)[CH2:2][CH2:3][CH2:4][CH2:5][CH2:6][CH2:7][CH2:8]/[CH:9]=[CH:10]\[CH2:11][CH2:12][CH2:13][CH2:14][CH2:15][CH2:16][CH2:17][C:18]([O:20][CH3:21])=[O:19].CCN(CC)CC.O, predict the reaction product. The product is: [CH3:21][O:20][C:18]([CH:17]1[CH2:16][CH2:15][CH2:14][CH2:13][CH2:12][CH2:11][CH:10]=[CH:9][CH2:8][CH2:7][CH2:6][CH2:5][CH2:4][CH2:3][CH2:2][C:1]1=[O:23])=[O:19]. (3) Given the reactants [C:1]1([C:7]2([C:14]3[CH:19]=[CH:18][CH:17]=[CH:16][CH:15]=3)[NH:11][C:10](=[O:12])[NH:9][C:8]2=[O:13])[CH:6]=[CH:5][CH:4]=[CH:3][CH:2]=1.[H-].[Na+].[CH:22]1[C:31]2[C:26](=[CH:27][CH:28]=[CH:29][CH:30]=2)[CH:25]=[CH:24][C:23]=1[S:32](Cl)(=[O:34])=[O:33].O, predict the reaction product. The product is: [CH:22]1[C:31]2[C:26](=[CH:27][CH:28]=[CH:29][CH:30]=2)[CH:25]=[CH:24][C:23]=1[S:32]([N:9]1[C:8](=[O:13])[C:7]([C:1]2[CH:6]=[CH:5][CH:4]=[CH:3][CH:2]=2)([C:14]2[CH:15]=[CH:16][CH:17]=[CH:18][CH:19]=2)[NH:11][C:10]1=[O:12])(=[O:33])=[O:34]. (4) The product is: [CH2:1]([O:8][C:9]1[CH:10]=[C:11]([C@@H:16]2[CH2:20][NH:19][C:18](=[O:29])[CH2:17]2)[CH:12]=[CH:13][C:14]=1[Cl:15])[C:2]1[CH:3]=[CH:4][CH:5]=[CH:6][CH:7]=1. Given the reactants [CH2:1]([O:8][C:9]1[CH:10]=[C:11]([CH:16]2[CH2:20][N:19](C3C=CC(OC)=CC=3)[C:18](=[O:29])[CH2:17]2)[CH:12]=[CH:13][C:14]=1[Cl:15])[C:2]1[CH:7]=[CH:6][CH:5]=[CH:4][CH:3]=1.[N+]([O-])([O-])=O.[Ce].[NH4+].[O-]S([O-])=O.[Na+].[Na+], predict the reaction product. (5) Given the reactants [O:1]=[C:2]1[NH:7][C:6]2[CH:8]=[C:9]([C:11]([O:13][CH3:14])=[O:12])[S:10][C:5]=2[NH:4][CH2:3]1, predict the reaction product. The product is: [O:1]=[C:2]1[NH:7][C:6]2[CH:8]=[C:9]([C:11]([O:13][CH3:14])=[O:12])[S:10][C:5]=2[N:4]=[CH:3]1.